From a dataset of Full USPTO retrosynthesis dataset with 1.9M reactions from patents (1976-2016). Predict the reactants needed to synthesize the given product. Given the product [CH2:1]([O:3][C:4]1[C:13]2[C:8](=[C:9]([CH:14]3[CH2:16][CH2:15]3)[CH:10]=[CH:11][CH:12]=2)[N:7]=[C:6]([C:17]([OH:19])=[O:18])[CH:5]=1)[CH3:2], predict the reactants needed to synthesize it. The reactants are: [CH2:1]([O:3][C:4]1[C:13]2[C:8](=[C:9]([CH:14]3[CH2:16][CH2:15]3)[CH:10]=[CH:11][CH:12]=2)[N:7]=[C:6]([C:17]([O:19]C)=[O:18])[CH:5]=1)[CH3:2].Cl.